This data is from Forward reaction prediction with 1.9M reactions from USPTO patents (1976-2016). The task is: Predict the product of the given reaction. (1) Given the reactants F[C:2]1[CH:20]=[CH:19][C:18]([N+:21]([O-:23])=[O:22])=[CH:17][C:3]=1[C:4]([NH:6][CH2:7][C:8]1[CH:16]=[CH:15][C:11]2[O:12][CH2:13][O:14][C:10]=2[CH:9]=1)=[O:5].[NH2:24][CH:25]([CH2:28][CH2:29][CH2:30][CH3:31])[CH2:26][OH:27], predict the reaction product. The product is: [OH:27][CH2:26][CH:25]([NH:24][C:2]1[CH:20]=[CH:19][C:18]([N+:21]([O-:23])=[O:22])=[CH:17][C:3]=1[C:4]([NH:6][CH2:7][C:8]1[CH:16]=[CH:15][C:11]2[O:12][CH2:13][O:14][C:10]=2[CH:9]=1)=[O:5])[CH2:28][CH2:29][CH2:30][CH3:31]. (2) Given the reactants [Cl-].[Cl-].[Cl-].[Al+3].[CH2:5]([O:7][C:8](=[O:12])[C:9](Cl)=[O:10])[CH3:6].[CH:13]([S:16][C:17]1[CH:22]=[CH:21][CH:20]=[CH:19][CH:18]=1)([CH3:15])[CH3:14], predict the reaction product. The product is: [CH2:5]([O:7][C:8](=[O:12])[C:9]([C:20]1[CH:21]=[CH:22][C:17]([S:16][CH:13]([CH3:15])[CH3:14])=[CH:18][CH:19]=1)=[O:10])[CH3:6]. (3) Given the reactants [Br:1][C:2]1[CH:3]=[C:4]([C@:9]2([CH3:27])[CH2:14][S:13](=[O:16])(=[O:15])[C:12]([CH3:18])([CH3:17])[C:11]([NH:19][C:20](=[O:26])[O:21][C:22]([CH3:25])([CH3:24])[CH3:23])=[N:10]2)[C:5]([F:8])=[N:6][CH:7]=1.C[Si]([N-][Si](C)(C)C)(C)C.[K+].[CH2:38](Br)[CH:39]=[CH2:40], predict the reaction product. The product is: [CH2:40]([C@H:14]1[S:13](=[O:15])(=[O:16])[C:12]([CH3:18])([CH3:17])[C:11]([NH:19][C:20](=[O:26])[O:21][C:22]([CH3:25])([CH3:24])[CH3:23])=[N:10][C@@:9]1([C:4]1[C:5]([F:8])=[N:6][CH:7]=[C:2]([Br:1])[CH:3]=1)[CH3:27])[CH:39]=[CH2:38]. (4) Given the reactants [CH3:1][O:2][C:3](=[O:21])[CH2:4][C:5]1[C:10]([Cl:11])=[CH:9][C:8]([NH:12][C:13]2[C:18]([NH2:19])=[CH:17][CH:16]=[CH:15][N:14]=2)=[CH:7][C:6]=1[Cl:20].[CH:22](OCC)(OCC)OCC, predict the reaction product. The product is: [CH3:1][O:2][C:3](=[O:21])[CH2:4][C:5]1[C:10]([Cl:11])=[CH:9][C:8]([N:12]2[C:13]3=[N:14][CH:15]=[CH:16][CH:17]=[C:18]3[N:19]=[CH:22]2)=[CH:7][C:6]=1[Cl:20].